This data is from Retrosynthesis with 50K atom-mapped reactions and 10 reaction types from USPTO. The task is: Predict the reactants needed to synthesize the given product. (1) The reactants are: CCCOc1c2c(c(OCCC)c3ccccc13)C(=O)N(c1ccc(CC(=O)OCC)cc1C)C2=O. Given the product CCCOc1c2c(c(OCCC)c3ccccc13)C(O)N(c1ccc(CC(=O)OCC)cc1C)C2=O, predict the reactants needed to synthesize it. (2) Given the product Nc1c(C(O)c2ccccc2)ccc2cccnc12, predict the reactants needed to synthesize it. The reactants are: O=[N+]([O-])c1c(C(O)c2ccccc2)ccc2cccnc12. (3) Given the product O=C(NCCOc1ccc(CC(Oc2ccccc2)C(=O)O)cc1)c1ccc(-c2ccc(C(F)(F)F)cc2)cc1, predict the reactants needed to synthesize it. The reactants are: CCOC(=O)C(Cc1ccc(OCCNC(=O)c2ccc(-c3ccc(C(F)(F)F)cc3)cc2)cc1)Oc1ccccc1. (4) Given the product O=CCN(CCl)C(=O)Nc1ncc(Br)s1, predict the reactants needed to synthesize it. The reactants are: O=C=Nc1ncc(Br)s1.O=CCNCCl. (5) The reactants are: COc1ccc(Cn2c(=O)n(C)c(=O)c3cn(Cc4ccc(-n5cccn5)cc4)nc32)cc1. Given the product Cn1c(=O)[nH]c2nn(Cc3ccc(-n4cccn4)cc3)cc2c1=O, predict the reactants needed to synthesize it. (6) Given the product CC(=O)c1ccc(N)c(Cl)n1, predict the reactants needed to synthesize it. The reactants are: CC(=O)Nc1ccc(C(C)=O)nc1Cl. (7) The reactants are: CCC[C@@H](CC(=O)OC)c1ccc(O)cc1.COc1ccc(F)c(-c2cc(CCl)ccc2C(C)(C)C)c1. Given the product CCC[C@@H](CC(=O)OC)c1ccc(OCc2ccc(C(C)(C)C)c(-c3cc(OC)ccc3F)c2)cc1, predict the reactants needed to synthesize it.